Dataset: Full USPTO retrosynthesis dataset with 1.9M reactions from patents (1976-2016). Task: Predict the reactants needed to synthesize the given product. (1) Given the product [CH2:33]1[C:41]2[C:36](=[CH:37][CH:38]=[CH:39][CH:40]=2)[CH2:35][CH:34]1[NH:42][C:43]1[N:44]=[CH:45][C:46]2[CH2:52][N:51]([C:17](=[O:19])[CH2:16][O:15][CH2:14][CH2:13][N:8]3[CH:12]=[CH:11][N:10]=[CH:9]3)[CH2:50][CH2:49][C:47]=2[N:48]=1, predict the reactants needed to synthesize it. The reactants are: FC(F)(F)C(O)=O.[N:8]1([CH2:13][CH2:14][O:15][CH2:16][C:17]([O:19]C(C)(C)C)=O)[CH:12]=[CH:11][N:10]=[CH:9]1.C(N(C(C)C)CC)(C)C.[CH2:33]1[C:41]2[C:36](=[CH:37][CH:38]=[CH:39][CH:40]=2)[CH2:35][CH:34]1[NH:42][C:43]1[N:44]=[CH:45][C:46]2[CH2:52][NH:51][CH2:50][CH2:49][C:47]=2[N:48]=1.F[P-](F)(F)(F)(F)F.N1(OC(N(C)C)=[N+](C)C)C2N=CC=CC=2N=N1.C(=O)(O)[O-].[Na+]. (2) Given the product [CH2:20]([NH:21][S:10]([C:7]1[CH:8]=[CH:9][C:4]([N+:1]([O-:3])=[O:2])=[CH:5][CH:6]=1)(=[O:12])=[O:11])[C:14]1[CH:19]=[CH:18][CH:17]=[CH:16][CH:15]=1, predict the reactants needed to synthesize it. The reactants are: [N+:1]([C:4]1[CH:9]=[CH:8][C:7]([S:10](Cl)(=[O:12])=[O:11])=[CH:6][CH:5]=1)([O-:3])=[O:2].[C:14]1([CH2:20][NH2:21])[CH:19]=[CH:18][CH:17]=[CH:16][CH:15]=1. (3) Given the product [CH3:6][O:7][C:8](=[O:40])[CH2:9][C@H:10]1[C:14]2[CH:15]=[CH:16][C:17]([O:19][C@H:20]3[C:28]4[C:23](=[C:24]([CH2:33][N:34]5[CH2:35][CH2:36][N:37]([C:1](=[O:4])[CH2:2][CH3:3])[CH2:38][CH2:39]5)[C:25]([C:29]([F:30])([F:31])[F:32])=[CH:26][CH:27]=4)[CH2:22][CH2:21]3)=[CH:18][C:13]=2[O:12][CH2:11]1, predict the reactants needed to synthesize it. The reactants are: [C:1](Cl)(=[O:4])[CH2:2][CH3:3].[CH3:6][O:7][C:8](=[O:40])[CH2:9][C@H:10]1[C:14]2[CH:15]=[CH:16][C:17]([O:19][C@H:20]3[C:28]4[C:23](=[C:24]([CH2:33][N:34]5[CH2:39][CH2:38][NH:37][CH2:36][CH2:35]5)[C:25]([C:29]([F:32])([F:31])[F:30])=[CH:26][CH:27]=4)[CH2:22][CH2:21]3)=[CH:18][C:13]=2[O:12][CH2:11]1. (4) Given the product [CH:10]1[C:11]2[N:12]([C:18]3[CH:19]=[CH:20][CH:21]=[CH:22][C:17]=3[C:16]([O:15][CH3:14])=[O:24])[C:13]3[C:5](=[CH:4][CH:3]=[CH:2][CH:1]=3)[C:6]=2[CH:7]=[CH:8][CH:9]=1, predict the reactants needed to synthesize it. The reactants are: [CH:1]1[C:13]2[NH:12][C:11]3[C:6](=[CH:7][CH:8]=[CH:9][CH:10]=3)[C:5]=2[CH:4]=[CH:3][CH:2]=1.[CH3:14][O:15][C:16](=[O:24])[C:17]1[CH:22]=[CH:21][CH:20]=[CH:19][C:18]=1Br.C([O-])([O-])=O.[K+].[K+].[O-]S([O-])(=O)=O.[Na+].[Na+].[N+](C1C=CC=CC=1)([O-])=O. (5) The reactants are: [NH2:1][C:2]1[N:3]([CH3:8])[O:4][C:5](=[O:7])[CH:6]=1.[C:9]([C:11]1[CH:12]=[C:13]([CH:16]=[CH:17][CH:18]=1)[CH:14]=O)#[N:10].[O:19]1[CH2:24][C:23](=O)[CH2:22][C:21](=[O:26])[CH2:20]1. Given the product [CH3:8][N:3]1[C:2]2[NH:1][C:23]3[CH2:24][O:19][CH2:20][C:21](=[O:26])[C:22]=3[CH:14]([C:13]3[CH:12]=[C:11]([CH:18]=[CH:17][CH:16]=3)[C:9]#[N:10])[C:6]=2[C:5](=[O:7])[O:4]1, predict the reactants needed to synthesize it. (6) The reactants are: [OH-].[Na+].C(O)(=O)C(C(C(O)=O)O)O.CC[O:15][C:16]([C@H:18]1[CH2:23][N:22]([CH2:24][CH2:25][CH:26]=[C:27]([C:34]2[S:38][CH:37]=[CH:36][C:35]=2[CH3:39])[C:28]2[S:32][CH:31]=[CH:30][C:29]=2[CH3:33])[CH2:21][CH2:20][CH2:19]1)=[O:17].[ClH:40]. Given the product [CH3:39][C:35]1[CH:36]=[CH:37][S:38][C:34]=1[C:27]([C:28]1[S:32][CH:31]=[CH:30][C:29]=1[CH3:33])=[CH:26][CH2:25][CH2:24][N:22]1[CH2:23][C@H:18]([C:16]([OH:17])=[O:15])[CH2:19][CH2:20][CH2:21]1.[ClH:40], predict the reactants needed to synthesize it. (7) Given the product [CH3:1][O:2][C:3]1[C:8]2[N:9]=[C:10]([NH:12][C:13]([N:15]3[CH2:20][CH2:19][CH:18]([CH2:21][O:22][S:39]([CH3:38])(=[O:41])=[O:40])[CH2:17][CH2:16]3)=[O:14])[S:11][C:7]=2[C:6]([N:23]2[CH2:28][CH2:27][O:26][CH2:25][CH2:24]2)=[CH:5][CH:4]=1, predict the reactants needed to synthesize it. The reactants are: [CH3:1][O:2][C:3]1[C:8]2[N:9]=[C:10]([NH:12][C:13]([N:15]3[CH2:20][CH2:19][CH:18]([CH2:21][OH:22])[CH2:17][CH2:16]3)=[O:14])[S:11][C:7]=2[C:6]([N:23]2[CH2:28][CH2:27][O:26][CH2:25][CH2:24]2)=[CH:5][CH:4]=1.C(N(C(C)C)C(C)C)C.[CH3:38][S:39](Cl)(=[O:41])=[O:40]. (8) Given the product [CH2:24]([N:23]1[C:22]2[C:21](=[O:28])[N:20]([CH2:34][C:35]3[N:36]=[CH:37][C:38]4[C:43]([C:44]=3[C:45]#[N:46])=[CH:42][CH:41]=[CH:40][CH:39]=4)[C:19](=[O:29])[N:18]([CH3:30])[C:17]=2[C:16]([C:31]#[N:32])=[C:15]1[N:11]1[CH2:12][CH2:13][CH2:14][NH:8][CH2:9][CH2:10]1)[C:25]#[C:26][CH3:27], predict the reactants needed to synthesize it. The reactants are: C(OC([N:8]1[CH2:14][CH2:13][CH2:12][N:11]([C:15]2[N:23]([CH2:24][C:25]#[C:26][CH3:27])[C:22]3[C:21](=[O:28])[NH:20][C:19](=[O:29])[N:18]([CH3:30])[C:17]=3[C:16]=2[C:31]#[N:32])[CH2:10][CH2:9]1)=O)(C)(C)C.Br[CH2:34][C:35]1[N:36]=[CH:37][C:38]2[C:43]([C:44]=1[C:45]#[N:46])=[CH:42][CH:41]=[CH:40][CH:39]=2. (9) Given the product [Cl:1][C:2]1[CH:7]=[C:6]([NH:8][C:9]2[CH:14]=[CH:13][CH:12]=[CH:11][C:10]=2[N+:15]([O-:17])=[O:16])[CH:5]=[CH:4][C:3]=1[C:18]([C:20]1[CH:25]=[C:24]([O:26][CH2:27][CH:28]([OH:29])[CH2:32][OH:31])[CH:23]=[CH:22][C:21]=1[F:35])=[O:19], predict the reactants needed to synthesize it. The reactants are: [Cl:1][C:2]1[CH:7]=[C:6]([NH:8][C:9]2[CH:14]=[CH:13][CH:12]=[CH:11][C:10]=2[N+:15]([O-:17])=[O:16])[CH:5]=[CH:4][C:3]=1[C:18]([C:20]1[CH:25]=[C:24]([O:26][CH2:27][CH:28]2[CH2:32][O:31]C(C)(C)[O:29]2)[CH:23]=[CH:22][C:21]=1[F:35])=[O:19]. (10) Given the product [CH2:1]([O:8][C:9]1[C:18](=[O:19])[N:17]2[C:12]([C:13]([CH3:21])([CH3:20])[O:14][CH2:15][CH2:16]2)=[N:11][C:10]=1[C:22]([NH:34][CH2:33][C:30]1[S:29][C:28]([CH3:27])=[N:32][CH:31]=1)=[O:23])[C:2]1[CH:3]=[CH:4][CH:5]=[CH:6][CH:7]=1, predict the reactants needed to synthesize it. The reactants are: [CH2:1]([O:8][C:9]1[C:18](=[O:19])[N:17]2[C:12]([C:13]([CH3:21])([CH3:20])[O:14][CH2:15][CH2:16]2)=[N:11][C:10]=1[C:22](O)=[O:23])[C:2]1[CH:7]=[CH:6][CH:5]=[CH:4][CH:3]=1.Cl.Cl.[CH3:27][C:28]1[S:29][C:30]([CH2:33][NH2:34])=[CH:31][N:32]=1.C(N(CC)CC)C.F[P-](F)(F)(F)(F)F.N1(O[P+](N(C)C)(N(C)C)N(C)C)C2C=CC=CC=2N=N1.